Dataset: Forward reaction prediction with 1.9M reactions from USPTO patents (1976-2016). Task: Predict the product of the given reaction. Given the reactants Br[C:2]1[CH:7]=[CH:6][CH:5]=[C:4]([N+:8]([O-:10])=[O:9])[CH:3]=1.C(=O)([O-])[O-].[Cs+].[Cs+].[NH:17]1[CH2:22][CH2:21][O:20][CH2:19][CH2:18]1, predict the reaction product. The product is: [N+:8]([C:4]1[CH:3]=[C:2]([N:17]2[CH2:22][CH2:21][O:20][CH2:19][CH2:18]2)[CH:7]=[CH:6][CH:5]=1)([O-:10])=[O:9].